This data is from Forward reaction prediction with 1.9M reactions from USPTO patents (1976-2016). The task is: Predict the product of the given reaction. (1) The product is: [N+:31]([C:34]1[CH:39]=[CH:38][C:37]([NH:40][C:41]2[CH:42]=[CH:43][C:44]([O:47][CH2:2][C:3]([N:5]3[CH2:10][CH2:9][N:8]([CH2:11][C:12]4[O:13][C:14]5[CH:20]=[CH:19][C:18]([C:21]([F:24])([F:23])[F:22])=[CH:17][C:15]=5[CH:16]=4)[CH2:7][CH2:6]3)=[O:4])=[CH:45][CH:46]=2)=[CH:36][C:35]=1[C:48]([F:49])([F:50])[F:51])([O-:33])=[O:32]. Given the reactants Cl[CH2:2][C:3]([N:5]1[CH2:10][CH2:9][N:8]([CH2:11][C:12]2[O:13][C:14]3[CH:20]=[CH:19][C:18]([C:21]([F:24])([F:23])[F:22])=[CH:17][C:15]=3[CH:16]=2)[CH2:7][CH2:6]1)=[O:4].C(=O)([O-])[O-].[K+].[K+].[N+:31]([C:34]1[CH:39]=[CH:38][C:37]([NH:40][C:41]2[CH:46]=[CH:45][C:44]([OH:47])=[CH:43][CH:42]=2)=[CH:36][C:35]=1[C:48]([F:51])([F:50])[F:49])([O-:33])=[O:32], predict the reaction product. (2) Given the reactants [O-]P([O-])([O-])=O.[K+].[K+].[K+].[CH3:9][C:10]1[CH:11]=[C:12](I)[CH:13]=[C:14]([CH3:16])[CH:15]=1.[NH:18]1[CH2:22][CH2:21][CH2:20][C:19]1=[O:23].CCCCCCCCCCCC, predict the reaction product. The product is: [CH3:9][C:10]1[CH:11]=[C:12]([N:18]2[CH2:22][CH2:21][CH2:20][C:19]2=[O:23])[CH:13]=[C:14]([CH3:16])[CH:15]=1.